From a dataset of Forward reaction prediction with 1.9M reactions from USPTO patents (1976-2016). Predict the product of the given reaction. (1) The product is: [C:1]([C:5]1[O:9][N:8]=[C:7]([NH:10][C:11]([NH:13][C:14]2[CH:19]=[CH:18][CH:17]=[C:16]([O:20][C:21]3[C:30]4[C:25](=[CH:26][C:27]([O:33][CH2:34][CH2:35][CH2:36][N:45]5[CH2:46][CH2:47][N:42]([S:39]([CH3:38])(=[O:41])=[O:40])[CH2:43][CH2:44]5)=[C:28]([O:31][CH3:32])[CH:29]=4)[N:24]=[CH:23][N:22]=3)[CH:15]=2)=[O:12])[CH:6]=1)([CH3:4])([CH3:3])[CH3:2]. Given the reactants [C:1]([C:5]1[O:9][N:8]=[C:7]([NH:10][C:11]([NH:13][C:14]2[CH:19]=[CH:18][CH:17]=[C:16]([O:20][C:21]3[C:30]4[C:25](=[CH:26][C:27]([O:33][CH2:34][CH2:35][CH2:36]Cl)=[C:28]([O:31][CH3:32])[CH:29]=4)[N:24]=[CH:23][N:22]=3)[CH:15]=2)=[O:12])[CH:6]=1)([CH3:4])([CH3:3])[CH3:2].[CH3:38][S:39]([N:42]1[CH2:47][CH2:46][NH:45][CH2:44][CH2:43]1)(=[O:41])=[O:40], predict the reaction product. (2) The product is: [ClH:19].[CH3:14][C:11]1([C:15]#[N:16])[CH2:12][CH2:13][NH:8][CH2:9][CH2:10]1. Given the reactants C(OC([N:8]1[CH2:13][CH2:12][C:11]([C:15]#[N:16])([CH3:14])[CH2:10][CH2:9]1)=O)(C)(C)C.CO.[ClH:19], predict the reaction product.